Dataset: Full USPTO retrosynthesis dataset with 1.9M reactions from patents (1976-2016). Task: Predict the reactants needed to synthesize the given product. (1) Given the product [NH:50]1[CH:49]=[C:48]([CH2:47][CH2:46][NH:45][C:11]([C:7]2[C:6]3[N:2]([CH3:1])[C:3]([CH2:15][N:16]([CH3:27])[CH:17]4[C:26]5[N:25]=[CH:24][CH:23]=[CH:22][C:21]=5[CH2:20][CH2:19][CH2:18]4)=[N:4][C:5]=3[CH:10]=[CH:9][CH:8]=2)=[O:13])[N:52]=[CH:51]1, predict the reactants needed to synthesize it. The reactants are: [CH3:1][N:2]1[C:6]2[C:7]([C:11]([O:13]C)=O)=[CH:8][CH:9]=[CH:10][C:5]=2[N:4]=[C:3]1[CH2:15][N:16]([CH3:27])[CH:17]1[C:26]2[N:25]=[CH:24][CH:23]=[CH:22][C:21]=2[CH2:20][CH2:19][CH2:18]1.[OH-].[Li+].O=C1N(P(Cl)(N2CCOC2=O)=O)CCO1.[NH2:45][CH2:46][CH2:47][C:48]1[N:52]=[CH:51][NH:50][CH:49]=1.C(N(CC)C(C)C)(C)C. (2) Given the product [NH2:12][C:8]1[N:9]=[CH:10][N:11]=[C:6]([O:5][C:4]2[CH:3]=[C:2]([NH:1][C:34]([C:31]3([C:29]#[N:30])[CH2:33][CH2:32]3)=[O:35])[CH:28]=[CH:27][CH:26]=2)[C:7]=1[C:13]1[CH:14]=[CH:15][C:16]([O:19][C:20]2[CH:25]=[CH:24][CH:23]=[CH:22][CH:21]=2)=[CH:17][CH:18]=1, predict the reactants needed to synthesize it. The reactants are: [NH2:1][C:2]1[CH:3]=[C:4]([CH:26]=[CH:27][CH:28]=1)[O:5][C:6]1[N:11]=[CH:10][N:9]=[C:8]([NH2:12])[C:7]=1[C:13]1[CH:18]=[CH:17][C:16]([O:19][C:20]2[CH:25]=[CH:24][CH:23]=[CH:22][CH:21]=2)=[CH:15][CH:14]=1.[C:29]([C:31]1([C:34](O)=[O:35])[CH2:33][CH2:32]1)#[N:30]. (3) Given the product [CH2:26]([O:33][CH2:34][CH:35]1[C:14]2[C:13]3[CH:12]=[CH:11][CH:10]=[CH:9][C:8]=3[N:7]([CH2:15][CH2:16][C:17]([OH:19])=[O:18])[C:6]=2[CH2:5][N:2]([CH3:1])[N:3]1[CH3:4])[C:27]1[CH:28]=[CH:29][CH:30]=[CH:31][CH:32]=1, predict the reactants needed to synthesize it. The reactants are: [CH3:1][N:2]([CH2:5][C:6]1[N:7]([CH2:15][CH2:16][C:17]([O-:19])=[O:18])[C:8]2[C:13]([CH:14]=1)=[CH:12][CH:11]=[CH:10][CH:9]=2)[NH:3][CH3:4].[NH2+]1CCCCC1.[CH2:26]([O:33][CH2:34][CH:35]=O)[C:27]1[CH:32]=[CH:31][CH:30]=[CH:29][CH:28]=1.